This data is from Full USPTO retrosynthesis dataset with 1.9M reactions from patents (1976-2016). The task is: Predict the reactants needed to synthesize the given product. The reactants are: [C:1]([OH:16])(=[O:15])[CH2:2][CH2:3][CH2:4][CH2:5][CH2:6][CH2:7][CH2:8][CH2:9][CH2:10][CH2:11][CH2:12][CH2:13][CH3:14].[CH2:17](O)[CH2:18][CH2:19][CH2:20][CH2:21][CH2:22][CH2:23][CH2:24][CH2:25][CH2:26][CH2:27][CH2:28][CH2:29][CH3:30]. Given the product [C:1]([O:16][CH2:30][CH2:29][CH2:28][CH2:27][CH2:26][CH2:25][CH2:24][CH2:23][CH2:22][CH2:21][CH2:20][CH2:19][CH2:18][CH3:17])(=[O:15])[CH2:2][CH2:3][CH2:4][CH2:5][CH2:6][CH2:7][CH2:8][CH2:9][CH2:10][CH2:11][CH2:12][CH2:13][CH3:14], predict the reactants needed to synthesize it.